Task: Predict the reactants needed to synthesize the given product.. Dataset: Full USPTO retrosynthesis dataset with 1.9M reactions from patents (1976-2016) Given the product [F:29][C:19]1[CH:18]=[C:17]([C:10]2[N:9]=[C:8]([NH:30][C:31]3[CH:32]=[C:33]4[C:37](=[CH:38][CH:39]=3)[NH:36][N:35]=[CH:34]4)[C:7]3[C:12](=[CH:13][C:14]([O:15][CH3:16])=[C:5]([O:4][CH2:3][CH2:2][N:47]4[CH2:48][CH2:49][N:44]([CH3:43])[CH2:45][CH2:46]4)[CH:6]=3)[N:11]=2)[CH:22]=[CH:21][C:20]=1[C:23]1[CH:28]=[CH:27][CH:26]=[CH:25][CH:24]=1, predict the reactants needed to synthesize it. The reactants are: Cl[CH2:2][CH2:3][O:4][C:5]1[CH:6]=[C:7]2[C:12](=[CH:13][C:14]=1[O:15][CH3:16])[N:11]=[C:10]([C:17]1[CH:22]=[CH:21][C:20]([C:23]3[CH:28]=[CH:27][CH:26]=[CH:25][CH:24]=3)=[C:19]([F:29])[CH:18]=1)[N:9]=[C:8]2[NH:30][C:31]1[CH:32]=[C:33]2[C:37](=[CH:38][CH:39]=1)[N:36](C([O-])=O)[N:35]=[CH:34]2.[CH3:43][N:44]1[CH2:49][CH2:48][NH:47][CH2:46][CH2:45]1.O.